This data is from Reaction yield outcomes from USPTO patents with 853,638 reactions. The task is: Predict the reaction yield, written as a fraction of the theoretical maximum amount of product (1.0 means a 100% yield; for example, 0.34 means a 34% yield). (1) The reactants are [CH2:1]([C@H:8]1[CH2:13][CH2:12][N:11]([CH2:14][CH2:15][S:16]([C:19]2[CH:24]=[CH:23][C:22]([O:25][C:26](=[O:35])[C:27]3[CH:32]=[CH:31][C:30]([CH2:33]Cl)=[CH:29][CH:28]=3)=[CH:21][CH:20]=2)(=[O:18])=[O:17])[CH2:10][C@H:9]1[OH:36])[C:2]1[CH:7]=[CH:6][CH:5]=[CH:4][CH:3]=1.[CH3:37][N:38]1[CH2:43][CH2:42][NH:41][CH2:40][CH2:39]1. No catalyst specified. The product is [CH2:1]([C@H:8]1[CH2:13][CH2:12][N:11]([CH2:14][CH2:15][S:16]([C:19]2[CH:24]=[CH:23][C:22]([O:25][C:26](=[O:35])[C:27]3[CH:32]=[CH:31][C:30]([CH2:33][N:41]4[CH2:42][CH2:43][N:38]([CH3:37])[CH2:39][CH2:40]4)=[CH:29][CH:28]=3)=[CH:21][CH:20]=2)(=[O:18])=[O:17])[CH2:10][C@H:9]1[OH:36])[C:2]1[CH:7]=[CH:6][CH:5]=[CH:4][CH:3]=1. The yield is 0.270. (2) The reactants are [CH2:1]([NH:8][C:9]1[CH:14]=[C:13]([Cl:15])[N:12]=[CH:11][C:10]=1[NH2:16])[C:2]1[CH:7]=[CH:6][CH:5]=[CH:4][CH:3]=1.Cl.[CH2:18](OC(=N)C)[CH3:19].N. The catalyst is C(O)C. The product is [CH2:1]([N:8]1[C:9]2[CH:14]=[C:13]([Cl:15])[N:12]=[CH:11][C:10]=2[N:16]=[C:18]1[CH3:19])[C:2]1[CH:3]=[CH:4][CH:5]=[CH:6][CH:7]=1. The yield is 0.660. (3) The yield is 0.950. The reactants are [C:1](OCC)(=[O:6])[CH2:2][C:3]([CH3:5])=O.[NH:10]([C:12]1[CH:13]=[C:14]([CH:18]=[CH:19][CH:20]=1)[C:15]([OH:17])=[O:16])[NH2:11].O. The product is [OH:6][C:1]1[N:10]([C:12]2[CH:13]=[C:14]([CH:18]=[CH:19][CH:20]=2)[C:15]([OH:17])=[O:16])[N:11]=[C:3]([CH3:5])[CH:2]=1. The catalyst is C(O)C. (4) The reactants are [C:1]1([CH3:15])[CH:6]=[CH:5][C:4]([O:7][C:8]2[S:12][C:11]([C:13]#N)=[CH:10][CH:9]=2)=[CH:3][CH:2]=1.[H-].C([Al+]CC(C)C)C(C)C.[O:26]1CCCC1. No catalyst specified. The product is [C:1]1([CH3:15])[CH:6]=[CH:5][C:4]([O:7][C:8]2[S:12][C:11]([CH:13]=[O:26])=[CH:10][CH:9]=2)=[CH:3][CH:2]=1. The yield is 0.472. (5) The reactants are [CH2:1]([N:8]1[CH2:13][CH2:12][CH2:11][C@@H:10]([NH:14][CH2:15][CH2:16][C:17]2[CH:22]=[C:21]([O:23][CH3:24])[CH:20]=[CH:19][C:18]=2I)[CH2:9]1)[C:2]1[CH:7]=[CH:6][CH:5]=[CH:4][CH:3]=1.[CH3:26][OH:27]. No catalyst specified. The product is [CH2:1]([N:8]1[CH2:13][CH2:12][CH2:11][C@@H:10]([N:14]2[CH2:15][CH2:16][C:17]3[C:18](=[CH:19][CH:20]=[C:21]([O:23][CH3:24])[CH:22]=3)[C:26]2=[O:27])[CH2:9]1)[C:2]1[CH:7]=[CH:6][CH:5]=[CH:4][CH:3]=1. The yield is 0.750. (6) The reactants are [CH3:1][O:2][C:3]1[CH:4]=[CH:5][C:6]2[NH:11][CH2:10][C:9](=[O:12])[NH:8][C:7]=2[N:13]=1. The catalyst is CN(C=O)C.O=[Mn]=O. The product is [CH3:1][O:2][C:3]1[CH:4]=[CH:5][C:6]2[N:11]=[CH:10][C:9](=[O:12])[NH:8][C:7]=2[N:13]=1. The yield is 0.680. (7) The reactants are Br[C:2]1[C:3]([Cl:32])=[CH:4][C:5]([C:29](=[O:31])[NH2:30])=[C:6]([NH:8][CH2:9][C:10]([N:12]2[CH2:17][CH2:16][N:15]([CH:18]3[CH2:21][N:20]([C:22]([O:24][C:25]([CH3:28])([CH3:27])[CH3:26])=[O:23])[CH2:19]3)[CH2:14][CH2:13]2)=[O:11])[CH:7]=1.[CH:33]1(B(O)O)[CH2:35][CH2:34]1.C1(P(C2CCCCC2)C2CCCCC2)CCCCC1.[O-]P([O-])([O-])=O.[K+].[K+].[K+]. The catalyst is C1(C)C=CC=CC=1.O.CC([O-])=O.CC([O-])=O.[Pd+2]. The product is [C:29]([C:5]1[CH:4]=[C:3]([Cl:32])[C:2]([CH:33]2[CH2:35][CH2:34]2)=[CH:7][C:6]=1[NH:8][CH2:9][C:10]([N:12]1[CH2:17][CH2:16][N:15]([CH:18]2[CH2:21][N:20]([C:22]([O:24][C:25]([CH3:28])([CH3:27])[CH3:26])=[O:23])[CH2:19]2)[CH2:14][CH2:13]1)=[O:11])(=[O:31])[NH2:30]. The yield is 0.460.